From a dataset of Reaction yield outcomes from USPTO patents with 853,638 reactions. Predict the reaction yield, written as a fraction of the theoretical maximum amount of product (1.0 means a 100% yield; for example, 0.34 means a 34% yield). The reactants are BrBr.Br[CH2:4][C:5]([O:7][CH2:8][CH3:9])=[O:6].[Br:10][C:11]1[CH:24]=[C:23]2[C:14]([O:15][C:16]3[C:17]([F:28])=[CH:18][C:19]([O:26][CH3:27])=[CH:20][C:21]=3[C:22]2=[O:25])=[CH:13][CH:12]=1.C1COCC1. The catalyst is C(OCC)C.[Zn]. The product is [Br:10][C:11]1[CH:24]=[C:23]2[C:14]([O:15][C:16]3[C:17]([F:28])=[CH:18][C:19]([O:26][CH3:27])=[CH:20][C:21]=3[C:22]2([CH2:4][C:5]([O:7][CH2:8][CH3:9])=[O:6])[OH:25])=[CH:13][CH:12]=1. The yield is 1.00.